From a dataset of Peptide-MHC class I binding affinity with 185,985 pairs from IEDB/IMGT. Regression. Given a peptide amino acid sequence and an MHC pseudo amino acid sequence, predict their binding affinity value. This is MHC class I binding data. (1) The peptide sequence is FPFCYAAAF. The MHC is Mamu-A2201 with pseudo-sequence Mamu-A2201. The binding affinity (normalized) is 0.852. (2) The peptide sequence is STCSYAGL. The MHC is H-2-Db with pseudo-sequence H-2-Db. The binding affinity (normalized) is 0.